Dataset: Retrosynthesis with 50K atom-mapped reactions and 10 reaction types from USPTO. Task: Predict the reactants needed to synthesize the given product. (1) Given the product O=C(Nc1cccc2ccccc12)NC1CCN(Cc2ccn(-c3ccc(C(F)(F)F)cc3)c2)CC1, predict the reactants needed to synthesize it. The reactants are: NC1CCN(Cc2ccn(-c3ccc(C(F)(F)F)cc3)c2)CC1.O=C=Nc1cccc2ccccc12. (2) Given the product COC(=O)c1ccc(-c2nc3ccccc3n2-c2ccc(O)cc2)s1, predict the reactants needed to synthesize it. The reactants are: COC(=O)c1ccc(-c2nc3ccccc3n2-c2ccc(OC)cc2)s1. (3) Given the product CC1(C)OCCn2c1nc(C(=O)NCc1ccc(F)cc1)c(O)c2=O, predict the reactants needed to synthesize it. The reactants are: CCOC(=O)c1nc2n(c(=O)c1O)CCOC2(C)C.NCc1ccc(F)cc1. (4) The reactants are: CS(=O)(=O)Oc1cccc(-c2ccc(OCc3ccccc3)c(N3CC(=O)NS3(=O)=O)c2)c1. Given the product CS(=O)(=O)Oc1cccc(-c2ccc(O)c(N3CC(=O)NS3(=O)=O)c2)c1, predict the reactants needed to synthesize it. (5) Given the product CC(=C1C(=O)Nc2ccc(Cl)cc21)c1ccc(-c2ccc(C(=O)N3CCCN(C)CC3)cc2)o1, predict the reactants needed to synthesize it. The reactants are: CC(=O)c1ccc(-c2ccc(C(=O)N3CCCN(C)CC3)cc2)o1.O=C1Cc2cc(Cl)ccc2N1. (6) Given the product CC(=O)n1[nH]c(=O)c(Cc2ccccc2)c1C, predict the reactants needed to synthesize it. The reactants are: CC(=O)O.Cc1[nH][nH]c(=O)c1Cc1ccccc1. (7) Given the product COC(=O)c1csc(NC(=O)[C@H](Cc2ccccc2)N2C(=O)NC(c3ccc4c(c3)ncn4C)C2=O)n1, predict the reactants needed to synthesize it. The reactants are: COC(=O)c1csc(NC(=O)[C@H](Cc2ccccc2)NC(=O)C(NC(=O)OC(C)(C)C)c2ccc3c(c2)ncn3C)n1. (8) Given the product O=[N+]([O-])c1cnccc1N1CCCC1, predict the reactants needed to synthesize it. The reactants are: C1CCNC1.O=[N+]([O-])c1cnccc1Cl. (9) Given the product COCCN(Cc1cccc(-c2cc3nccc(Oc4ccc(NC(=S)NC(=O)Cc5ccccc5)cc4F)c3s2)c1)C(=O)OC(C)(C)C, predict the reactants needed to synthesize it. The reactants are: COCCN(Cc1cccc(-c2cc3nccc(Oc4ccc(N)cc4F)c3s2)c1)C(=O)OC(C)(C)C.O=C(Cc1ccccc1)N=C=S. (10) Given the product Clc1cc2c(NCc3ccc(Cl)c(Cl)c3)nc(-c3cccnc3)nc2s1, predict the reactants needed to synthesize it. The reactants are: Clc1cc2c(Cl)nc(-c3cccnc3)nc2s1.NCc1ccc(Cl)c(Cl)c1.